Task: Predict which catalyst facilitates the given reaction.. Dataset: Catalyst prediction with 721,799 reactions and 888 catalyst types from USPTO (1) Reactant: C[N:2]([CH:4]=[N:5][C:6](=[O:18])[C:7]1[CH:12]=[C:11]([CH2:13][CH3:14])[C:10]([O:15][CH3:16])=[N:9][C:8]=1[CH3:17])C.Cl.NO.[OH-].[Na+].C(O)(=O)C. Product: [CH2:13]([C:11]1[C:10]([O:15][CH3:16])=[N:9][C:8]([CH3:17])=[C:7]([C:6]2[O:18][N:2]=[CH:4][N:5]=2)[CH:12]=1)[CH3:14]. The catalyst class is: 38. (2) Reactant: [CH3:1][O:2][C:3]1[CH:4]=[C:5]2[C:10](=[CH:11][C:12]=1[O:13][CH3:14])[C:9]([CH3:15])=[N:8][C:7]([C:16]1[CH:21]=[CH:20][CH:19]=[C:18]([N+:22]([O-])=O)[CH:17]=1)=[CH:6]2.C(Cl)Cl.CC(O)=O. Product: [CH3:1][O:2][C:3]1[CH:4]=[C:5]2[C:10](=[CH:11][C:12]=1[O:13][CH3:14])[C:9]([CH3:15])=[N:8][C:7]([C:16]1[CH:17]=[C:18]([CH:19]=[CH:20][CH:21]=1)[NH2:22])=[CH:6]2. The catalyst class is: 19. (3) Reactant: [NH2:1][C:2]([NH2:4])=[S:3].[F:5][C:6]1[CH:25]=[CH:24][C:9]([C:10]([NH:12][CH:13]([C:19](OCC)=[O:20])[C:14](OCC)=[O:15])=[O:11])=[CH:8][CH:7]=1.[Na]. Product: [OH:20][C:19]1[C:13]([NH:12][C:10](=[O:11])[C:9]2[CH:24]=[CH:25][C:6]([F:5])=[CH:7][CH:8]=2)=[C:14]([OH:15])[N:4]=[C:2]([SH:3])[N:1]=1. The catalyst class is: 8. (4) Reactant: [N:1]1([C:8]([O:10][CH2:11][C:12]2[CH:17]=[CH:16][CH:15]=[CH:14][CH:13]=2)=[O:9])[CH2:3][CH:2]1[C:4]([O:6][CH3:7])=[O:5].[Cl:18][CH2:19][C@H:20]([OH:22])[CH3:21].B(F)(F)F.CCOCC. Product: [CH2:11]([O:10][C:8]([NH:1][C@H:2]([CH2:3][O:22][CH:20]([CH3:21])[CH2:19][Cl:18])[C:4]([O:6][CH3:7])=[O:5])=[O:9])[C:12]1[CH:13]=[CH:14][CH:15]=[CH:16][CH:17]=1. The catalyst class is: 4. (5) Reactant: [OH:1][CH2:2][C@H:3]1[NH:8][CH2:7][CH2:6][N:5]([C:9]([O:11][C:12]([CH3:15])([CH3:14])[CH3:13])=[O:10])[CH2:4]1.[CH:16](=O)[C:17]1[CH:22]=[CH:21][CH:20]=[CH:19][CH:18]=1.C(O[BH-](OC(=O)C)OC(=O)C)(=O)C.[Na+].C(=O)([O-])O.[Na+]. Product: [CH2:16]([N:8]1[CH2:7][CH2:6][N:5]([C:9]([O:11][C:12]([CH3:15])([CH3:14])[CH3:13])=[O:10])[CH2:4][C@H:3]1[CH2:2][OH:1])[C:17]1[CH:22]=[CH:21][CH:20]=[CH:19][CH:18]=1. The catalyst class is: 478. (6) Reactant: [I:1][C:2]1[CH:3]=[CH:4][C:5]2[O:9][CH2:8][C:7](=O)[C:6]=2[CH:11]=1.Cl.[NH:13]([C:15]1[CH:23]=[CH:22][CH:21]=[CH:20][C:16]=1[C:17]([OH:19])=[O:18])N. Product: [I:1][C:2]1[CH:3]=[CH:4][C:5]2[O:9][C:8]3[C:23]4[C:15](=[C:16]([C:17]([OH:19])=[O:18])[CH:20]=[CH:21][CH:22]=4)[NH:13][C:7]=3[C:6]=2[CH:11]=1. The catalyst class is: 40.